Task: Predict the reactants needed to synthesize the given product.. Dataset: Full USPTO retrosynthesis dataset with 1.9M reactions from patents (1976-2016) Given the product [Cl:25][C:5]1[C:6]([CH:8]([S:17][C:18]2[CH:23]=[CH:22][C:21]([Cl:24])=[CH:20][CH:19]=2)[C:9]2[CH:14]=[C:13]([F:15])[CH:12]=[CH:11][C:10]=2[F:16])=[CH:7][C:2]([NH:26][CH2:27][CH2:28][CH2:29][N:30]2[CH2:34][CH2:33][CH2:32][C:31]2=[O:35])=[N:3][CH:4]=1, predict the reactants needed to synthesize it. The reactants are: Cl[C:2]1[CH:7]=[C:6]([CH:8]([S:17][C:18]2[CH:23]=[CH:22][C:21]([Cl:24])=[CH:20][CH:19]=2)[C:9]2[CH:14]=[C:13]([F:15])[CH:12]=[CH:11][C:10]=2[F:16])[C:5]([Cl:25])=[CH:4][N:3]=1.[NH2:26][CH2:27][CH2:28][CH2:29][N:30]1[CH2:34][CH2:33][CH2:32][C:31]1=[O:35].